Dataset: Reaction yield outcomes from USPTO patents with 853,638 reactions. Task: Predict the reaction yield, written as a fraction of the theoretical maximum amount of product (1.0 means a 100% yield; for example, 0.34 means a 34% yield). (1) The reactants are S(Cl)(Cl)=O.[Cl:5][C:6]1[C:7]([CH3:15])=[C:8]([CH:12]=[CH:13][CH:14]=1)[C:9]([OH:11])=O.[Al+3].[Cl-].[Cl-].[Cl-].[CH:20]1C=CC=C[CH:21]=1. The catalyst is ClC(Cl)C. The product is [Cl:5][C:6]1[C:7]([CH3:15])=[C:8]2[C:12]([CH2:20][CH2:21][C:9]2=[O:11])=[CH:13][CH:14]=1. The yield is 0.720. (2) The reactants are [CH3:1][O:2][C:3]([C:5]1([C:8]2[CH:13]=[CH:12][C:11]([O:14]C)=[C:10]([N+:16]([O-:18])=[O:17])[CH:9]=2)[CH2:7][CH2:6]1)=[O:4].B(Br)(Br)Br.O. The catalyst is C(Cl)Cl. The product is [CH3:1][O:2][C:3]([C:5]1([C:8]2[CH:13]=[CH:12][C:11]([OH:14])=[C:10]([N+:16]([O-:18])=[O:17])[CH:9]=2)[CH2:6][CH2:7]1)=[O:4]. The yield is 0.780. (3) The catalyst is CC#N. The product is [C:1]([O:5][C:6](=[O:7])[NH:8][CH:9]([CH3:16])[CH2:10][N:17]1[CH2:22][CH2:21][O:20][CH2:19][CH2:18]1)([CH3:4])([CH3:3])[CH3:2]. The reactants are [C:1]([O:5][C:6]([NH:8][CH:9]([CH3:16])[CH2:10]OS(C)(=O)=O)=[O:7])([CH3:4])([CH3:3])[CH3:2].[NH:17]1[CH2:22][CH2:21][O:20][CH2:19][CH2:18]1.C([O-])([O-])=O.[K+].[K+]. The yield is 0.620. (4) The reactants are Br[C:2]1[CH:16]=[CH:15][C:5]2[N:6]=[C:7]([NH:9][C:10]([NH:12][CH2:13][CH3:14])=[O:11])[S:8][C:4]=2[CH:3]=1.C1C=CC(P(C2C=CC=CC=2)CCCP(C2C=CC=CC=2)C2C=CC=CC=2)=CC=1.C(N(CC)CC)C.[CH2:53]=[CH:54][C:55]1[CH:60]=[CH:59][CH:58]=[CH:57][CH:56]=1. The catalyst is CN(C=O)C.Cl[Pd](Cl)([P](C1C=CC=CC=1)(C1C=CC=CC=1)C1C=CC=CC=1)[P](C1C=CC=CC=1)(C1C=CC=CC=1)C1C=CC=CC=1. The product is [C:55]1(/[CH:54]=[CH:53]/[C:2]2[CH:16]=[CH:15][C:5]3[N:6]=[C:7]([NH:9][C:10]([NH:12][CH2:13][CH3:14])=[O:11])[S:8][C:4]=3[CH:3]=2)[CH:60]=[CH:59][CH:58]=[CH:57][CH:56]=1. The yield is 0.620. (5) The reactants are [Br:1][C:2]1[CH:3]=[C:4]([C:8](=O)[CH2:9][N:10]2[CH2:15][CH2:14][O:13][CH2:12][CH2:11]2)[CH:5]=[CH:6][CH:7]=1.CN.[C:19]([BH3-])#[N:20].[Na+].C(O)(=O)C. The catalyst is C1COCC1. The product is [Br:1][C:2]1[CH:3]=[C:4]([CH:8]([NH:20][CH3:19])[CH2:9][N:10]2[CH2:15][CH2:14][O:13][CH2:12][CH2:11]2)[CH:5]=[CH:6][CH:7]=1. The yield is 1.00. (6) The reactants are C[O:2][C:3]1[CH:4]=[CH:5][CH:6]=[C:7]2[C:11]=1[NH:10][C:9]1[N:12]=[CH:13][C:14]([CH3:16])=[CH:15][C:8]2=1.N. The catalyst is Br. The product is [CH3:16][C:14]1[CH:13]=[N:12][C:9]2[NH:10][C:11]3[C:7]([C:8]=2[CH:15]=1)=[CH:6][CH:5]=[CH:4][C:3]=3[OH:2]. The yield is 0.857. (7) The reactants are Br[CH2:2][C:3](=O)[CH:4]([CH3:6])[CH3:5].[CH3:8][CH2:9][O:10][C:11]([C:13]([NH2:15])=[S:14])=[O:12]. No catalyst specified. The product is [CH2:9]([O:10][C:11]([C:13]1[S:14][CH:2]=[C:3]([CH:4]([CH3:6])[CH3:5])[N:15]=1)=[O:12])[CH3:8]. The yield is 0.480.